This data is from Full USPTO retrosynthesis dataset with 1.9M reactions from patents (1976-2016). The task is: Predict the reactants needed to synthesize the given product. (1) Given the product [CH3:1][O:2][C:3](=[O:34])[C:4]1[CH:9]=[C:8]([O:10][C:11]2[CH:16]=[CH:15][C:14]([NH:17][S:41]([C:38]3[CH:39]=[CH:40][C:35]([CH3:45])=[CH:36][CH:37]=3)(=[O:43])=[O:42])=[C:13]([O:18][CH2:19][CH:20]([CH3:22])[CH3:21])[CH:12]=2)[CH:7]=[CH:6][C:5]=1[NH:23][S:24]([C:27]1[CH:28]=[CH:29][C:30]([CH3:33])=[CH:31][CH:32]=1)(=[O:26])=[O:25], predict the reactants needed to synthesize it. The reactants are: [CH3:1][O:2][C:3](=[O:34])[C:4]1[CH:9]=[C:8]([O:10][C:11]2[CH:16]=[CH:15][C:14]([NH2:17])=[C:13]([O:18][CH2:19][CH:20]([CH3:22])[CH3:21])[CH:12]=2)[CH:7]=[CH:6][C:5]=1[NH:23][S:24]([C:27]1[CH:32]=[CH:31][C:30]([CH3:33])=[CH:29][CH:28]=1)(=[O:26])=[O:25].[C:35]1([CH3:45])[CH:40]=[CH:39][C:38]([S:41](Cl)(=[O:43])=[O:42])=[CH:37][CH:36]=1.N1C=CC=CC=1. (2) The reactants are: [Cl:1][C:2]1[C:13]([Cl:14])=[CH:12][CH:11]=[CH:10][C:3]=1[C:4]([NH:6][CH:7]1[CH2:9][CH2:8]1)=O.[Cl-].[NH2:16][NH2:17]. Given the product [Cl:1][C:2]1[C:13]([Cl:14])=[CH:12][CH:11]=[CH:10][C:3]=1[C:4](=[N:6][CH:7]1[CH2:9][CH2:8]1)[NH:16][NH2:17], predict the reactants needed to synthesize it. (3) Given the product [C:1]([NH:5][C:6]1[C:7]([C:20]2[CH:21]=[CH:22][C:23]([F:26])=[CH:24][CH:25]=2)=[N:8][C:9]2[C:14]([N:15]=1)=[CH:13][C:12]([C:16]([OH:18])=[O:17])=[CH:11][CH:10]=2)([CH3:4])([CH3:2])[CH3:3], predict the reactants needed to synthesize it. The reactants are: [C:1]([NH:5][C:6]1[C:7]([C:20]2[CH:25]=[CH:24][C:23]([F:26])=[CH:22][CH:21]=2)=[N:8][C:9]2[C:14]([N:15]=1)=[CH:13][C:12]([C:16]([O:18]C)=[O:17])=[CH:11][CH:10]=2)([CH3:4])([CH3:3])[CH3:2].[OH-].[Na+]. (4) Given the product [CH3:45][C:44]([CH3:64])([Si:46]([CH3:63])([CH3:62])[O:47][CH2:48][CH2:49][C:50]([C:22]1[S:21][C:25]([C:26]2[CH:31]=[CH:30][CH:29]=[C:28]([NH:32][C:33]3[N:38]=[C:37]([C:39]([F:42])([F:41])[F:40])[CH:36]=[CH:35][N:34]=3)[CH:27]=2)=[CH:24][N:23]=1)([OH:61])[CH2:51][CH2:52][O:53][Si:54]([CH3:60])([CH3:59])[C:55]([CH3:56])([CH3:57])[CH3:58])[CH3:43], predict the reactants needed to synthesize it. The reactants are: C([Li])CCC.C(NC(C)C)(C)C.[Li+].CC([N-]C(C)C)C.[S:21]1[C:25]([C:26]2[CH:27]=[C:28]([NH:32][C:33]3[N:38]=[C:37]([C:39]([F:42])([F:41])[F:40])[CH:36]=[CH:35][N:34]=3)[CH:29]=[CH:30][CH:31]=2)=[CH:24][N:23]=[CH:22]1.[CH3:43][C:44]([CH3:64])([Si:46]([CH3:63])([CH3:62])[O:47][CH2:48][CH2:49][C:50](=[O:61])[CH2:51][CH2:52][O:53][Si:54]([CH3:60])([CH3:59])[C:55]([CH3:58])([CH3:57])[CH3:56])[CH3:45].